This data is from NCI-60 drug combinations with 297,098 pairs across 59 cell lines. The task is: Regression. Given two drug SMILES strings and cell line genomic features, predict the synergy score measuring deviation from expected non-interaction effect. (1) Drug 1: CC1CCC2CC(C(=CC=CC=CC(CC(C(=O)C(C(C(=CC(C(=O)CC(OC(=O)C3CCCCN3C(=O)C(=O)C1(O2)O)C(C)CC4CCC(C(C4)OC)O)C)C)O)OC)C)C)C)OC. Drug 2: C1=CC=C(C(=C1)C(C2=CC=C(C=C2)Cl)C(Cl)Cl)Cl. Cell line: UACC62. Synergy scores: CSS=-0.0750, Synergy_ZIP=-1.05, Synergy_Bliss=-1.53, Synergy_Loewe=-0.983, Synergy_HSA=-1.31. (2) Synergy scores: CSS=46.6, Synergy_ZIP=-13.8, Synergy_Bliss=-2.38, Synergy_Loewe=1.92, Synergy_HSA=4.32. Cell line: IGROV1. Drug 2: CCC1=C2CN3C(=CC4=C(C3=O)COC(=O)C4(CC)O)C2=NC5=C1C=C(C=C5)O. Drug 1: COC1=CC(=CC(=C1O)OC)C2C3C(COC3=O)C(C4=CC5=C(C=C24)OCO5)OC6C(C(C7C(O6)COC(O7)C8=CC=CS8)O)O. (3) Drug 1: CCCCCOC(=O)NC1=NC(=O)N(C=C1F)C2C(C(C(O2)C)O)O. Drug 2: CC1CCC2CC(C(=CC=CC=CC(CC(C(=O)C(C(C(=CC(C(=O)CC(OC(=O)C3CCCCN3C(=O)C(=O)C1(O2)O)C(C)CC4CCC(C(C4)OC)OCCO)C)C)O)OC)C)C)C)OC. Cell line: M14. Synergy scores: CSS=-0.370, Synergy_ZIP=2.22, Synergy_Bliss=3.08, Synergy_Loewe=-6.15, Synergy_HSA=-2.50.